From a dataset of NCI-60 drug combinations with 297,098 pairs across 59 cell lines. Regression. Given two drug SMILES strings and cell line genomic features, predict the synergy score measuring deviation from expected non-interaction effect. (1) Drug 1: CC1=C2C(C(=O)C3(C(CC4C(C3C(C(C2(C)C)(CC1OC(=O)C(C(C5=CC=CC=C5)NC(=O)OC(C)(C)C)O)O)OC(=O)C6=CC=CC=C6)(CO4)OC(=O)C)OC)C)OC. Drug 2: C1C(C(OC1N2C=C(C(=O)NC2=O)F)CO)O. Cell line: UO-31. Synergy scores: CSS=45.0, Synergy_ZIP=-8.51, Synergy_Bliss=-10.3, Synergy_Loewe=-8.94, Synergy_HSA=-2.30. (2) Drug 1: CS(=O)(=O)OCCCCOS(=O)(=O)C. Drug 2: C1C(C(OC1N2C=NC(=NC2=O)N)CO)O. Cell line: NCI-H322M. Synergy scores: CSS=10.1, Synergy_ZIP=0.514, Synergy_Bliss=4.03, Synergy_Loewe=3.99, Synergy_HSA=4.37. (3) Drug 1: CN1C2=C(C=C(C=C2)N(CCCl)CCCl)N=C1CCCC(=O)O.Cl. Drug 2: C(CCl)NC(=O)N(CCCl)N=O. Cell line: HT29. Synergy scores: CSS=1.44, Synergy_ZIP=-0.794, Synergy_Bliss=3.62, Synergy_Loewe=1.05, Synergy_HSA=2.22. (4) Drug 1: COC1=C(C=C2C(=C1)N=CN=C2NC3=CC(=C(C=C3)F)Cl)OCCCN4CCOCC4. Synergy scores: CSS=52.8, Synergy_ZIP=1.24, Synergy_Bliss=-0.0144, Synergy_Loewe=2.52, Synergy_HSA=6.03. Cell line: SK-OV-3. Drug 2: C1C(C(OC1N2C=C(C(=O)NC2=O)F)CO)O. (5) Drug 1: CN1CCC(CC1)COC2=C(C=C3C(=C2)N=CN=C3NC4=C(C=C(C=C4)Br)F)OC. Drug 2: N.N.Cl[Pt+2]Cl. Cell line: HCT116. Synergy scores: CSS=3.90, Synergy_ZIP=0.764, Synergy_Bliss=3.98, Synergy_Loewe=0.611, Synergy_HSA=0.936. (6) Drug 1: CNC(=O)C1=CC=CC=C1SC2=CC3=C(C=C2)C(=NN3)C=CC4=CC=CC=N4. Drug 2: CCCCC(=O)OCC(=O)C1(CC(C2=C(C1)C(=C3C(=C2O)C(=O)C4=C(C3=O)C=CC=C4OC)O)OC5CC(C(C(O5)C)O)NC(=O)C(F)(F)F)O. Cell line: SN12C. Synergy scores: CSS=4.96, Synergy_ZIP=-2.40, Synergy_Bliss=-2.52, Synergy_Loewe=-1.25, Synergy_HSA=-1.17. (7) Drug 1: CC1=C(C=C(C=C1)C(=O)NC2=CC(=CC(=C2)C(F)(F)F)N3C=C(N=C3)C)NC4=NC=CC(=N4)C5=CN=CC=C5. Drug 2: CC1C(C(CC(O1)OC2CC(CC3=C2C(=C4C(=C3O)C(=O)C5=CC=CC=C5C4=O)O)(C(=O)C)O)N)O. Cell line: DU-145. Synergy scores: CSS=38.2, Synergy_ZIP=2.28, Synergy_Bliss=2.15, Synergy_Loewe=-31.7, Synergy_HSA=0.747. (8) Cell line: 786-0. Drug 2: C1CN(CCN1C(=O)CCBr)C(=O)CCBr. Drug 1: C1CCN(CC1)CCOC2=CC=C(C=C2)C(=O)C3=C(SC4=C3C=CC(=C4)O)C5=CC=C(C=C5)O. Synergy scores: CSS=23.2, Synergy_ZIP=-4.09, Synergy_Bliss=-0.0756, Synergy_Loewe=-1.30, Synergy_HSA=-0.635.